This data is from Catalyst prediction with 721,799 reactions and 888 catalyst types from USPTO. The task is: Predict which catalyst facilitates the given reaction. (1) Reactant: [C:1]([C:3]1[CH:8]=[C:7]([O:9][C:10]2[CH:15]=[CH:14][C:13]([NH:16][C:17]([NH:19][C:20]3[CH:21]=[C:22]4[C:26](=[CH:27][CH:28]=3)[N:25]([CH3:29])N=[CH:23]4)=[O:18])=[CH:12][CH:11]=2)[CH:6]=[CH:5][N:4]=1)#[N:2].[CH3:30]N1C2C(=CC(N)=CC=2)C=N1. Product: [C:1]([C:3]1[CH:8]=[C:7]([O:9][C:10]2[CH:11]=[CH:12][C:13]([NH:16][C:17]([NH:19][C:20]3[CH:21]=[C:22]4[C:26](=[CH:27][CH:28]=3)[N:25]=[CH:29][CH:30]=[CH:23]4)=[O:18])=[CH:14][CH:15]=2)[CH:6]=[CH:5][N:4]=1)#[N:2]. The catalyst class is: 25. (2) Reactant: [O-:1][C:2]#[N:3].[K+].Cl.Cl.[NH:7]([C:9]1[CH:10]=[CH:11][C:12]([O:15][CH3:16])=[N:13][CH:14]=1)[NH2:8]. Product: [CH3:16][O:15][C:12]1[N:13]=[CH:14][C:9]([NH:7][NH:8][C:2]([NH2:3])=[O:1])=[CH:10][CH:11]=1. The catalyst class is: 6. (3) Reactant: [NH2:1][C:2]1[C:10]([C:11]([OH:13])=[O:12])=[CH:9][CH:8]=[C:7]2[C:3]=1[CH2:4][CH2:5][CH2:6]2.[CH3:14][Si](C=[N+]=[N-])(C)C. Product: [CH3:14][O:12][C:11]([C:10]1[C:2]([NH2:1])=[C:3]2[C:7](=[CH:8][CH:9]=1)[CH2:6][CH2:5][CH2:4]2)=[O:13]. The catalyst class is: 336. (4) Reactant: [NH2:1][C:2]1[C:11]2[N:12]=[C:13]([CH2:27][CH2:28][CH2:29][CH3:30])[N:14]([CH2:15][CH2:16][CH2:17][CH2:18][NH:19]C(=O)OC(C)(C)C)[C:10]=2[C:9]2[N:8]=[CH:7][CH:6]=[CH:5][C:4]=2[N:3]=1.[OH-].[Na+]. Product: [NH2:1][C:2]1[C:11]2[N:12]=[C:13]([CH2:27][CH2:28][CH2:29][CH3:30])[N:14]([CH2:15][CH2:16][CH2:17][CH2:18][NH2:19])[C:10]=2[C:9]2[N:8]=[CH:7][CH:6]=[CH:5][C:4]=2[N:3]=1. The catalyst class is: 33. (5) Reactant: [NH2:1][C@@H:2]1[C:13](=[O:14])[O:12][C@H:11]([C:15]2[CH:20]=[CH:19][CH:18]=[CH:17][CH:16]=2)[CH2:10][NH:9][C:8](=[O:21])[C@H:7]([CH2:22][C:23]([NH:25][CH2:26][C:27]2[CH:32]=[CH:31][C:30]([Cl:33])=[CH:29][CH:28]=2)=[O:24])[CH2:6][CH:5]=[CH:4][CH2:3]1.CCN(CC)CC.[C:41](OC(=O)C)(=[O:43])[CH3:42]. Product: [C:41]([NH:1][C@@H:2]1[C:13](=[O:14])[O:12][C@H:11]([C:15]2[CH:20]=[CH:19][CH:18]=[CH:17][CH:16]=2)[CH2:10][NH:9][C:8](=[O:21])[C@H:7]([CH2:22][C:23]([NH:25][CH2:26][C:27]2[CH:32]=[CH:31][C:30]([Cl:33])=[CH:29][CH:28]=2)=[O:24])[CH2:6][CH:5]=[CH:4][CH2:3]1)(=[O:43])[CH3:42]. The catalyst class is: 3. (6) Reactant: [Br:1][C:2]1[CH:7]=[C:6]([F:8])[CH:5]=[CH:4][C:3]=1[NH:9][S:10]([CH2:13][CH3:14])(=[O:12])=[O:11].N1C=CC=CC=1.Cl[C:22]([O:24][CH2:25][CH3:26])=[O:23].O. Product: [Br:1][C:2]1[CH:7]=[C:6]([F:8])[CH:5]=[CH:4][C:3]=1[N:9]([C:22]([O:24][CH2:25][CH3:26])=[O:23])[S:10]([CH2:13][CH3:14])(=[O:12])=[O:11]. The catalyst class is: 2. (7) Reactant: Cl[C:2]1[C:11]2[C:6](=[CH:7][C:8]([S:12]([NH:15][C:16]3[CH:20]=[CH:19][O:18][N:17]=3)(=[O:14])=[O:13])=[CH:9][CH:10]=2)[CH:5]=[CH:4][N:3]=1.[CH3:21][O:22][C:23]1[C:28](B(O)O)=[CH:27][CH:26]=[CH:25][C:24]=1[C:32]1[CH:37]=[CH:36][CH:35]=[CH:34][CH:33]=1.C(=O)([O-])[O-].[K+].[K+]. Product: [O:18]1[CH:19]=[CH:20][C:16]([NH:15][S:12]([C:8]2[CH:7]=[C:6]3[C:11](=[CH:10][CH:9]=2)[C:2]([C:28]2[C:23]([O:22][CH3:21])=[C:24]([C:32]4[CH:33]=[CH:34][CH:35]=[CH:36][CH:37]=4)[CH:25]=[CH:26][CH:27]=2)=[N:3][CH:4]=[CH:5]3)(=[O:14])=[O:13])=[N:17]1. The catalyst class is: 73. (8) Reactant: [H-].[Al+3].[Li+].[H-].[H-].[H-].[OH:7][C@H:8]1[CH2:32][CH2:31][C@@:30]2([CH3:33])[C@@:10]([CH:35]=[O:36])([CH2:11][CH2:12][C:13]3[C@H:14]4[C@:26]([CH3:34])([CH2:27][CH2:28][C:29]=32)[C@@H:17]([C@H:18]([CH3:25])[CH2:19][CH2:20][CH2:21][CH:22]([CH3:24])[CH3:23])[CH2:16][CH2:15]4)[CH2:9]1.O.[OH-].[Na+]. Product: [OH:36][CH2:35][C@:10]12[CH2:9][C@@H:8]([OH:7])[CH2:32][CH2:31][C@:30]1([CH3:33])[C:29]1[CH2:28][CH2:27][C@@:26]3([CH3:34])[C@@H:14]([CH2:15][CH2:16][C@@H:17]3[C@H:18]([CH3:25])[CH2:19][CH2:20][CH2:21][CH:22]([CH3:24])[CH3:23])[C:13]=1[CH2:12][CH2:11]2. The catalyst class is: 7.